From a dataset of Reaction yield outcomes from USPTO patents with 853,638 reactions. Predict the reaction yield, written as a fraction of the theoretical maximum amount of product (1.0 means a 100% yield; for example, 0.34 means a 34% yield). (1) The reactants are [CH:1]1([C:7]2[C:16]3[C:11](=[CH:12][CH:13]=[CH:14][CH:15]=3)[N:10]=[C:9]([NH:17][C:18]3[CH:26]=[CH:25][C:21]([C:22](O)=[O:23])=[CH:20][CH:19]=3)[N:8]=2)[CH2:6][CH2:5][CH2:4][CH2:3][CH2:2]1.CN(C(ON1N=NC2C=CC=NC1=2)=[N+](C)C)C.F[P-](F)(F)(F)(F)F.CCN(C(C)C)C(C)C.[CH3:60][C:61]1[CH:67]=[CH:66][CH:65]=[C:64]([CH3:68])[C:62]=1[NH2:63]. The catalyst is CN(C)C=O.O. The product is [CH:1]1([C:7]2[C:16]3[C:11](=[CH:12][CH:13]=[CH:14][CH:15]=3)[N:10]=[C:9]([NH:17][C:18]3[CH:19]=[CH:20][C:21]([C:22]([NH:63][C:62]4[C:64]([CH3:68])=[CH:65][CH:66]=[CH:67][C:61]=4[CH3:60])=[O:23])=[CH:25][CH:26]=3)[N:8]=2)[CH2:2][CH2:3][CH2:4][CH2:5][CH2:6]1. The yield is 0.270. (2) The reactants are Cl.[CH3:2][S:3]([C:6]1[CH:11]=[CH:10][C:9]([C:12]2[CH:21]=[CH:20][C:19]3[C:14](=[CH:15][CH:16]=[C:17]([O:22]C)[CH:18]=3)[C:13]=2[O:24][C:25]2[CH:39]=[CH:38][C:28]([O:29][CH2:30][CH2:31][N:32]3[CH2:37][CH2:36][CH2:35][CH2:34][CH2:33]3)=[CH:27][CH:26]=2)=[CH:8][CH:7]=1)(=[O:5])=[O:4].B(Br)(Br)Br.C([O-])(O)=O.[Na+]. The catalyst is ClCCl.CO.C(OCC)(=O)C.[Cl-].[Na+].O. The product is [CH3:2][S:3]([C:6]1[CH:7]=[CH:8][C:9]([C:12]2[C:13]([O:24][C:25]3[CH:39]=[CH:38][C:28]([O:29][CH2:30][CH2:31][N:32]4[CH2:37][CH2:36][CH2:35][CH2:34][CH2:33]4)=[CH:27][CH:26]=3)=[C:14]3[C:19](=[CH:20][CH:21]=2)[CH:18]=[C:17]([OH:22])[CH:16]=[CH:15]3)=[CH:10][CH:11]=1)(=[O:5])=[O:4]. The yield is 0.850. (3) The yield is 0.450. The catalyst is C(Cl)Cl. The reactants are N(C(OCC)=O)=NC(OCC)=O.[O:13]1[CH2:18][CH2:17][N:16]([CH2:19]/[CH:20]=[CH:21]/[CH2:22][OH:23])[CH2:15][CH2:14]1.[Cl:24][C:25]1[CH:44]=[CH:43][C:28]([NH:29][C:30]2[C:39]3[C:34](=[CH:35][C:36](O)=[C:37]([O:40][CH3:41])[CH:38]=3)[N:33]=[CH:32][N:31]=2)=[C:27]([F:45])[CH:26]=1.C1(P(C2C=CC=CC=2)C2C=CC=CC=2)C=CC=CC=1. The product is [ClH:24].[Cl:24][C:25]1[CH:44]=[CH:43][C:28]([NH:29][C:30]2[C:39]3[C:34](=[CH:35][C:36]([O:23][CH2:22]/[CH:21]=[CH:20]/[CH2:19][N:16]4[CH2:17][CH2:18][O:13][CH2:14][CH2:15]4)=[C:37]([O:40][CH3:41])[CH:38]=3)[N:33]=[CH:32][N:31]=2)=[C:27]([F:45])[CH:26]=1. (4) The reactants are [CH3:1][C:2]1[CH:11]=[CH:10][C:5]([C:6]([O:8][CH3:9])=[O:7])=[CH:4][C:3]=1[C:12]1[NH:16][N:15]=[CH:14][CH:13]=1.[Cl:17]N1C(=O)CCC1=O. The catalyst is ClCCCl. The product is [Cl:17][C:13]1[CH:14]=[N:15][NH:16][C:12]=1[C:3]1[CH:4]=[C:5]([CH:10]=[CH:11][C:2]=1[CH3:1])[C:6]([O:8][CH3:9])=[O:7]. The yield is 0.340. (5) The reactants are [OH2:1].[O-2:2].[O-2].[O-2].O=[Si]=O.O=[Si]=O.O=[Si]=O.O=[Si]=O.[Al+3].[Al+3].O.[NH:20]([C:27]1[N:28]([C:47]2[CH:52]=[CH:51][CH:50]=[CH:49][CH:48]=2)[C:29]2[C:34]([C:35](=[O:37])[CH:36]=1)=[C:33]([C:38]([F:41])([F:40])[F:39])[CH:32]=[C:31]([S:42][CH2:43][CH2:44][CH2:45][CH3:46])[N:30]=2)[C:21]1[CH:26]=[CH:25][CH:24]=[CH:23][CH:22]=1.OOS([O-])=O.[K+]. The catalyst is C(Cl)(Cl)Cl. The product is [NH:20]([C:27]1[N:28]([C:47]2[CH:48]=[CH:49][CH:50]=[CH:51][CH:52]=2)[C:29]2[C:34]([C:35](=[O:37])[CH:36]=1)=[C:33]([C:38]([F:40])([F:41])[F:39])[CH:32]=[C:31]([S:42]([CH2:43][CH2:44][CH2:45][CH3:46])(=[O:2])=[O:1])[N:30]=2)[C:21]1[CH:22]=[CH:23][CH:24]=[CH:25][CH:26]=1. The yield is 0.460. (6) The reactants are [CH3:1][C:2]1[C:11](Br)=[C:10]([C:13]2[C:22]3[C:17](=[CH:18][CH:19]=[CH:20][CH:21]=3)[CH:16]=[CH:15][C:14]=2Br)[C:9]2[C:4](=[CH:5][CH:6]=[CH:7][CH:8]=2)[CH:3]=1.[Li+].[Cl-:25].[ClH:26]. The catalyst is CN(C=O)C. The product is [CH3:1][C:2]1[C:11]([Cl:25])=[C:10]([C:13]2[C:22]3[C:17](=[CH:18][CH:19]=[CH:20][CH:21]=3)[CH:16]=[CH:15][C:14]=2[Cl:26])[C:9]2[C:4](=[CH:5][CH:6]=[CH:7][CH:8]=2)[CH:3]=1. The yield is 0.930.